This data is from Forward reaction prediction with 1.9M reactions from USPTO patents (1976-2016). The task is: Predict the product of the given reaction. (1) The product is: [C:23]([O:22][C:20]([NH:19][C:9]1[C:8]([NH:7][C:6]([O:5][C:1]([CH3:2])([CH3:3])[CH3:4])=[O:27])=[CH:13][C:12]([S:14][S:28]([C:31]2[CH:37]=[CH:36][C:34]([CH3:35])=[CH:33][CH:32]=2)(=[O:30])=[O:29])=[C:11]([C:15]([CH3:16])([CH3:17])[CH3:18])[CH:10]=1)=[O:21])([CH3:26])([CH3:25])[CH3:24]. Given the reactants [C:1]([O:5][C:6](=[O:27])[NH:7][C:8]1[CH:13]=[C:12]([SH:14])[C:11]([C:15]([CH3:18])([CH3:17])[CH3:16])=[CH:10][C:9]=1[NH:19][C:20]([O:22][C:23]([CH3:26])([CH3:25])[CH3:24])=[O:21])([CH3:4])([CH3:3])[CH3:2].[S:28](Br)([C:31]1[CH:37]=[CH:36][C:34]([CH3:35])=[CH:33][CH:32]=1)(=[O:30])=[O:29].N1C=CC=CC=1, predict the reaction product. (2) Given the reactants [NH2:1][C:2]1[C:11]([OH:12])=[CH:10][CH:9]=[CH:8][C:3]=1[C:4]([O:6][CH3:7])=[O:5].[F:13][C:14]1[CH:22]=[CH:21][C:17]([C:18](O)=[O:19])=[CH:16][CH:15]=1.CN(C(ON1N=NC2C=CC=NC1=2)=[N+](C)C)C.F[P-](F)(F)(F)(F)F, predict the reaction product. The product is: [F:13][C:14]1[CH:22]=[CH:21][C:17]([C:18]([NH:1][C:2]2[C:11]([OH:12])=[CH:10][CH:9]=[CH:8][C:3]=2[C:4]([O:6][CH3:7])=[O:5])=[O:19])=[CH:16][CH:15]=1.